From a dataset of Forward reaction prediction with 1.9M reactions from USPTO patents (1976-2016). Predict the product of the given reaction. Given the reactants Cl.Cl.[Cl:3][C:4]1[CH:9]=[CH:8][CH:7]=[CH:6][C:5]=1[CH:10]([N:14]1[CH2:19][CH2:18][N:17]2[CH2:20][CH2:21][CH2:22][C@H:16]2[CH2:15]1)[C:11]([OH:13])=O.CCN(C(C)C)C(C)C.C1C=CC2N(O)N=NC=2C=1.O.CCN=C=NCCCN(C)C.Cl.[F:55][C:56]([F:70])([F:69])[C:57]1[CH:58]=[C:59]([NH:67][NH2:68])[CH:60]=[C:61]([C:63]([F:66])([F:65])[F:64])[CH:62]=1, predict the reaction product. The product is: [F:55][C:56]([F:69])([F:70])[C:57]1[CH:58]=[C:59]([NH:67][NH:68][C:11](=[O:13])[CH:10]([C:5]2[CH:6]=[CH:7][CH:8]=[CH:9][C:4]=2[Cl:3])[N:14]2[CH2:19][CH2:18][N:17]3[CH2:20][CH2:21][CH2:22][C@H:16]3[CH2:15]2)[CH:60]=[C:61]([C:63]([F:66])([F:64])[F:65])[CH:62]=1.